From a dataset of Full USPTO retrosynthesis dataset with 1.9M reactions from patents (1976-2016). Predict the reactants needed to synthesize the given product. (1) Given the product [CH:19]([O:12][C:3]1[CH:4]=[C:5]([N+:9]([O-:11])=[O:10])[C:6]([F:8])=[CH:7][C:2]=1[Br:1])([CH3:21])[CH3:20], predict the reactants needed to synthesize it. The reactants are: [Br:1][C:2]1[CH:7]=[C:6]([F:8])[C:5]([N+:9]([O-:11])=[O:10])=[CH:4][C:3]=1[OH:12].C(=O)([O-])[O-].[K+].[K+].[CH:19](I)([CH3:21])[CH3:20].O. (2) Given the product [CH3:51][O:50][C:47]([CH3:49])([CH3:48])[CH2:46][CH2:45][CH2:44][CH2:43][CH2:42][O:1][C:2]1[CH:7]=[CH:6][C:5]([C:8]2[N:13]=[CH:12][C:11]([N:14]3[CH2:19][CH2:18][CH:17]([C:20]([O:22][CH2:23][CH3:24])=[O:21])[CH2:16][CH2:15]3)=[CH:10][N:9]=2)=[CH:4][CH:3]=1, predict the reactants needed to synthesize it. The reactants are: [OH:1][C:2]1[CH:7]=[CH:6][C:5]([C:8]2[N:13]=[CH:12][C:11]([N:14]3[CH2:19][CH2:18][CH:17]([C:20]([O:22][CH2:23][CH3:24])=[O:21])[CH2:16][CH2:15]3)=[CH:10][N:9]=2)=[CH:4][CH:3]=1.C(=O)([O-])[O-].[K+].[K+].CC1C=CC(S(O[CH2:42][CH2:43][CH2:44][CH2:45][CH2:46][C:47]([O:50][CH3:51])([CH3:49])[CH3:48])(=O)=O)=CC=1.